This data is from Catalyst prediction with 721,799 reactions and 888 catalyst types from USPTO. The task is: Predict which catalyst facilitates the given reaction. (1) Reactant: Cl.[NH2:2][CH2:3][CH2:4][C@H:5]1[CH2:10][CH2:9][C@H:8]([CH2:11][OH:12])[CH2:7][CH2:6]1.C(N(CC)CC)C.[C:20]([O:24][C:25](O[C:25]([O:24][C:20]([CH3:23])([CH3:22])[CH3:21])=[O:26])=[O:26])([CH3:23])([CH3:22])[CH3:21]. Product: [C:20]([O:24][C:25](=[O:26])[NH:2][CH2:3][CH2:4][C@H:5]1[CH2:10][CH2:9][C@H:8]([CH2:11][OH:12])[CH2:7][CH2:6]1)([CH3:23])([CH3:22])[CH3:21]. The catalyst class is: 4. (2) Reactant: [C:1]([C:3]1([C:9](OCC)=[O:10])[CH2:8][CH2:7][O:6][CH2:5][CH2:4]1)#[N:2].[H-].[Al+3].[Li+].[H-].[H-].[H-]. Product: [NH2:2][CH2:1][C:3]1([CH2:9][OH:10])[CH2:8][CH2:7][O:6][CH2:5][CH2:4]1. The catalyst class is: 1. (3) Product: [O:32]1[CH2:31][CH2:30][N:29]([CH2:28][CH2:27][O:26][C:24]2[CH:23]=[CH:22][C:21]3[N:17]([CH2:16][C:14]4[CH:13]=[CH:12][C:10]5[N:11]=[C:7]([NH:6][C@@H:5]6[CH2:35][CH2:36][CH2:37][CH2:38][C@H:4]6[OH:3])[S:8][C:9]=5[CH:15]=4)[CH:18]=[N:19][C:20]=3[CH:25]=2)[CH2:34][CH2:33]1. Reactant: CC1(C)[N:6]([C:7]2[S:8][C:9]3[CH:15]=[C:14]([CH2:16][N:17]4[C:21]5[CH:22]=[CH:23][C:24]([O:26][CH2:27][CH2:28][N:29]6[CH2:34][CH2:33][O:32][CH2:31][CH2:30]6)=[CH:25][C:20]=5[N:19]=[CH:18]4)[CH:13]=[CH:12][C:10]=3[N:11]=2)[C@@H:5]2[CH2:35][CH2:36][CH2:37][CH2:38][C@H:4]2[O:3]1.C(N(CC)CC)C. The catalyst class is: 473. (4) Reactant: [F:1][C:2]([F:28])([F:27])[C:3]1[CH:8]=[CH:7][C:6]([C:9]2[CH:14]=[CH:13][CH:12]=[CH:11][C:10]=2[C:15]([NH:17][C:18]2[CH:26]=[CH:25][C:21]([C:22](O)=[O:23])=[CH:20][CH:19]=2)=[O:16])=[CH:5][CH:4]=1.O.ON1C2C=CC=CC=2N=N1.CCN=C=NCCCN(C)C.Cl.[NH2:52][C:53]1[CH:58]=[CH:57][CH:56]=[CH:55][N:54]=1. Product: [N:54]1[CH:55]=[CH:56][CH:57]=[CH:58][C:53]=1[NH:52][C:22]([C:21]1[CH:20]=[CH:19][C:18]([NH:17][C:15]([C:10]2[C:9]([C:6]3[CH:7]=[CH:8][C:3]([C:2]([F:1])([F:27])[F:28])=[CH:4][CH:5]=3)=[CH:14][CH:13]=[CH:12][CH:11]=2)=[O:16])=[CH:26][CH:25]=1)=[O:23]. The catalyst class is: 255. (5) Reactant: [CH3:1][O:2][CH2:3][CH2:4][NH2:5].[Br:6][C:7]1[CH:8]=[C:9]([CH:13]=[CH:14][CH:15]=1)[C:10](O)=[O:11].CCN(C(C)C)C(C)C.CN(C(ON1N=NC2C=CC=NC1=2)=[N+](C)C)C.F[P-](F)(F)(F)(F)F. Product: [Br:6][C:7]1[CH:8]=[C:9]([CH:13]=[CH:14][CH:15]=1)[C:10]([NH:5][CH2:4][CH2:3][O:2][CH3:1])=[O:11]. The catalyst class is: 3. (6) Reactant: [Mg].BrCCBr.[F:6][C:7]1[CH:14]=[C:13]([F:15])[CH:12]=[CH:11][C:8]=1[CH2:9]Br.[O:16]=[C:17]1[CH2:22][CH2:21][N:20]([C:23]([O:25][C:26]([CH3:29])([CH3:28])[CH3:27])=[O:24])[CH2:19][CH2:18]1.Cl.C(C(C(C([O-])=O)O)O)([O-])=O.[Na+].[K+]. Product: [F:6][C:7]1[CH:14]=[C:13]([F:15])[CH:12]=[CH:11][C:8]=1[CH2:9][C:17]1([OH:16])[CH2:18][CH2:19][N:20]([C:23]([O:25][C:26]([CH3:28])([CH3:27])[CH3:29])=[O:24])[CH2:21][CH2:22]1. The catalyst class is: 385. (7) Reactant: [N:1]1[C:11]2[C:6](=[CH:7][CH:8]=[CH:9][CH:10]=2)[C:4]([CH3:5])=[CH:3][CH:2]=1.[Br:12][CH2:13][CH2:14][CH2:15][OH:16].C(O)CCC.O.C(O)(=O)C. Product: [Br-:12].[OH:16][CH2:15][CH2:14][CH2:13][N+:1]1[C:11]2[C:6](=[CH:7][CH:8]=[CH:9][CH:10]=2)[C:4]([CH3:5])=[CH:3][CH:2]=1. The catalyst class is: 440.